From a dataset of Reaction yield outcomes from USPTO patents with 853,638 reactions. Predict the reaction yield, written as a fraction of the theoretical maximum amount of product (1.0 means a 100% yield; for example, 0.34 means a 34% yield). (1) The reactants are [F:1][C:2]1[CH:7]=[CH:6][CH:5]=[C:4]([F:8])[N:3]=1.C([Li])CCC.[C:14](=[O:16])=[O:15].O. The catalyst is O1CCCC1. The product is [F:8][C:4]1[N:3]=[C:2]([F:1])[CH:7]=[CH:6][C:5]=1[C:14]([OH:16])=[O:15]. The yield is 0.570. (2) The reactants are [C:1]([C:5]1[NH:6][C:7]2[C:12]([CH:13]=1)=[CH:11][C:10]([N+:14]([O-])=O)=[C:9]([F:17])[CH:8]=2)([CH3:4])([CH3:3])[CH3:2]. The catalyst is CO.[Ni]. The product is [C:1]([C:5]1[NH:6][C:7]2[C:12]([CH:13]=1)=[CH:11][C:10]([NH2:14])=[C:9]([F:17])[CH:8]=2)([CH3:4])([CH3:2])[CH3:3]. The yield is 0.380. (3) The reactants are [Cl:1][C:2]1[CH:7]=[CH:6][C:5]([O:8][C:9]([F:12])([F:11])[F:10])=[C:4]([N+:13]([O-])=O)[CH:3]=1.Cl[C:17]1C=CC(OC(F)(F)F)=C[C:18]=1[N+]([O-])=O.C([Mg]Br)=C.[NH4+].[Cl-]. The catalyst is C1COCC1. The product is [Cl:1][C:2]1[CH:7]=[CH:6][C:5]([O:8][C:9]([F:12])([F:11])[F:10])=[C:4]2[C:3]=1[CH:17]=[CH:18][NH:13]2. The yield is 0.150. (4) The product is [OH:22][C:2]1[CH:3]=[C:4]([NH:17][C:18](=[O:20])[CH3:19])[CH:5]=[CH:6][C:7]=1[C:8]([CH3:16])([CH3:15])[CH2:9][O:10][CH2:11][CH2:12][O:13][CH3:14]. The reactants are N[C:2]1[CH:3]=[C:4]([NH:17][C:18](=[O:20])[CH3:19])[CH:5]=[CH:6][C:7]=1[C:8]([CH3:16])([CH3:15])[CH2:9][O:10][CH2:11][CH2:12][O:13][CH3:14].N([O-])=[O:22].[Na+]. The yield is 0.380. The catalyst is OS(O)(=O)=O. (5) The reactants are Cl[C:2]([O:4][C:5]1[CH:10]=[CH:9][CH:8]=[CH:7][CH:6]=1)=[O:3].[I:11][C:12]1[CH:13]=[N:14][NH:15][CH:16]=1.O. The catalyst is C(Cl)Cl. The product is [I:11][C:12]1[CH:13]=[N:14][N:15]([C:2]([O:4][C:5]2[CH:10]=[CH:9][CH:8]=[CH:7][CH:6]=2)=[O:3])[CH:16]=1. The yield is 0.950. (6) The reactants are [CH:1]1([CH2:7][N:8]([C:20]([C:22]2[C:31]([NH:32][C:33]([NH:35][C:36]3[C:41]([CH3:42])=[CH:40][CH:39]=[CH:38][C:37]=3[CH3:43])=[O:34])=[CH:30][C:29]3[C:24](=[CH:25][CH:26]=[CH:27][CH:28]=3)[CH:23]=2)=[O:21])[CH2:9][C:10]([O:12]CC2C=CC=CC=2)=[O:11])[CH2:6][CH2:5][CH2:4][CH2:3][CH2:2]1. The catalyst is CCO.[Pd]. The product is [CH:1]1([CH2:7][N:8]([C:20]([C:22]2[C:31]([NH:32][C:33]([NH:35][C:36]3[C:41]([CH3:42])=[CH:40][CH:39]=[CH:38][C:37]=3[CH3:43])=[O:34])=[CH:30][C:29]3[C:24](=[CH:25][CH:26]=[CH:27][CH:28]=3)[CH:23]=2)=[O:21])[CH2:9][C:10]([OH:12])=[O:11])[CH2:6][CH2:5][CH2:4][CH2:3][CH2:2]1. The yield is 0.380. (7) The reactants are C(N(CC)CC)C.Cl.[CH3:9][NH:10][CH2:11][C:12]1[CH:20]=[CH:19][CH:18]=[C:17]2[C:13]=1[CH2:14][N:15]([CH:22]1[CH2:27][CH2:26][C:25](=[O:28])[NH:24][C:23]1=[O:29])[C:16]2=[O:21].[C:30]([N:34]=[C:35]=[O:36])([CH3:33])([CH3:32])[CH3:31]. The catalyst is C1COCC1. The product is [C:30]([NH:34][C:35](=[O:36])[N:10]([CH2:11][C:12]1[CH:20]=[CH:19][CH:18]=[C:17]2[C:13]=1[CH2:14][N:15]([CH:22]1[CH2:27][CH2:26][C:25](=[O:28])[NH:24][C:23]1=[O:29])[C:16]2=[O:21])[CH3:9])([CH3:33])([CH3:32])[CH3:31]. The yield is 0.740.